From a dataset of Reaction yield outcomes from USPTO patents with 853,638 reactions. Predict the reaction yield, written as a fraction of the theoretical maximum amount of product (1.0 means a 100% yield; for example, 0.34 means a 34% yield). (1) The reactants are F[CH:2]([C:24]1[CH:29]=[CH:28][CH:27]=[C:26]([C:30]2[NH:34][N:33]=[N:32][N:31]=2)[CH:25]=1)[C:3]1[CH:23]=[CH:22][C:6]([CH2:7][O:8][C:9]2[CH:14]=[CH:13][C:12]([C:15](=[O:17])[CH3:16])=[C:11]([OH:18])[C:10]=2[CH2:19][CH2:20][CH3:21])=[CH:5][CH:4]=1.C(C1C=CC(OCC2C=CC(CC3C=C(C=CC=3)C#N)=CC=2)=C(CCC)C=1O)(=O)C. No catalyst specified. The product is [OH:18][C:11]1[C:10]([CH2:19][CH2:20][CH3:21])=[C:9]([O:8][CH2:7][C:6]2[CH:5]=[CH:4][C:3]([CH2:2][C:24]3[CH:29]=[CH:28][CH:27]=[C:26]([C:30]4[NH:34][N:33]=[N:32][N:31]=4)[CH:25]=3)=[CH:23][CH:22]=2)[CH:14]=[CH:13][C:12]=1[C:15](=[O:17])[CH3:16]. The yield is 0.580. (2) No catalyst specified. The reactants are [CH3:1][O:2][C:3](=[O:38])[C:4]1[CH:9]=[CH:8][C:7]([CH2:10][N:11]2[CH:15]=[C:14]([C:16]3[CH:21]=[CH:20][C:19]([Cl:22])=[CH:18][C:17]=3[Cl:23])[N:13]=[C:12]2[CH2:24][C:25]2[CH:30]=[CH:29][C:28]([C:31]3[CH:36]=[CH:35][CH:34]=[C:33]([NH2:37])[CH:32]=3)=[CH:27][CH:26]=2)=[CH:6][CH:5]=1.Cl[C:40]([O:42][CH:43]([CH3:45])[CH3:44])=[O:41]. The yield is 0.610. The product is [CH3:1][O:2][C:3](=[O:38])[C:4]1[CH:9]=[CH:8][C:7]([CH2:10][N:11]2[CH:15]=[C:14]([C:16]3[CH:21]=[CH:20][C:19]([Cl:22])=[CH:18][C:17]=3[Cl:23])[N:13]=[C:12]2[CH2:24][C:25]2[CH:30]=[CH:29][C:28]([C:31]3[CH:36]=[CH:35][CH:34]=[C:33]([NH:37][C:40]([O:42][CH:43]([CH3:45])[CH3:44])=[O:41])[CH:32]=3)=[CH:27][CH:26]=2)=[CH:6][CH:5]=1. (3) The reactants are [F:1][C:2]1[CH:7]=[CH:6][CH:5]=[CH:4][C:3]=1[C:8](=O)[CH2:9][C:10]([O:12]C)=O.C(N(CC)CC)C.Cl.[CH3:23][CH:24]([NH:26][NH2:27])[CH3:25]. The catalyst is C(O)C.C(Cl)Cl. The product is [F:1][C:2]1[CH:7]=[CH:6][CH:5]=[CH:4][C:3]=1[C:8]1[CH:9]=[C:10]([OH:12])[N:26]([CH:24]([CH3:25])[CH3:23])[N:27]=1. The yield is 0.500. (4) The reactants are [NH2:1][C:2]1[N:7]=[C:6]([C:8]([F:11])([F:10])[F:9])[CH:5]=[CH:4][N:3]=1.[Br:12]N1C(=O)CCC1=O.C(Cl)Cl.[OH-].[Na+]. The catalyst is C(Cl)(Cl)Cl. The product is [Br:12][C:5]1[C:6]([C:8]([F:11])([F:9])[F:10])=[N:7][C:2]([NH2:1])=[N:3][CH:4]=1. The yield is 0.820. (5) The reactants are [NH2:1][C@@H:2]([CH3:19])[CH2:3][N:4]1[CH:8]=[CH:7][C:6]([C:9]2[CH:16]=[CH:15][C:12]([C:13]#[N:14])=[C:11]([Cl:17])[C:10]=2[CH3:18])=[N:5]1.[F:20][C:21]([F:31])([F:30])[C:22]1[S:23][CH:24]=[C:25]([C:27](O)=[O:28])[N:26]=1. No catalyst specified. The product is [Cl:17][C:11]1[C:10]([CH3:18])=[C:9]([C:6]2[CH:7]=[CH:8][N:4]([CH2:3][C@@H:2]([NH:1][C:27]([C:25]3[N:26]=[C:22]([C:21]([F:31])([F:20])[F:30])[S:23][CH:24]=3)=[O:28])[CH3:19])[N:5]=2)[CH:16]=[CH:15][C:12]=1[C:13]#[N:14]. The yield is 0.134.